The task is: Predict the reaction yield, written as a fraction of the theoretical maximum amount of product (1.0 means a 100% yield; for example, 0.34 means a 34% yield).. This data is from Reaction yield outcomes from USPTO patents with 853,638 reactions. (1) The reactants are [Br:1]N1C(=O)CCC1=O.[N:9]1([C:13]2[N:17]3[CH:18]=[CH:19][N:20]=[C:21]([Cl:22])[C:16]3=[CH:15][N:14]=2)[CH2:12][CH2:11][CH2:10]1. The catalyst is CN(C=O)C. The product is [N:9]1([C:13]2[N:17]3[CH:18]=[CH:19][N:20]=[C:21]([Cl:22])[C:16]3=[C:15]([Br:1])[N:14]=2)[CH2:12][CH2:11][CH2:10]1. The yield is 0.304. (2) The reactants are [Br:1][C:2]1[CH:10]=[C:9]2[C:5]([C:6]([C:11]([OH:13])=[O:12])=[CH:7][NH:8]2)=[CH:4][CH:3]=1.[CH3:14][Si](C=[N+]=[N-])(C)C. The catalyst is CO. The product is [CH3:14][O:12][C:11]([C:6]1[C:5]2[C:9](=[CH:10][C:2]([Br:1])=[CH:3][CH:4]=2)[NH:8][CH:7]=1)=[O:13]. The yield is 1.00. (3) No catalyst specified. The product is [CH:1]1[C:9]2[C:8]3[CH:10]=[CH:11][CH:12]=[CH:13][C:7]=3[O:6][C:5]=2[C:4]([C:14]2[CH:20]=[CH:19][C:17]([NH:18][CH2:27][C:26]3[CH:25]=[CH:24][C:23]([C:22]([F:21])([F:31])[F:32])=[CH:30][CH:29]=3)=[CH:16][CH:15]=2)=[CH:3][CH:2]=1. The yield is 0.780. The reactants are [CH:1]1[C:9]2[C:8]3[CH:10]=[CH:11][CH:12]=[CH:13][C:7]=3[O:6][C:5]=2[C:4]([C:14]2[CH:20]=[CH:19][C:17]([NH2:18])=[CH:16][CH:15]=2)=[CH:3][CH:2]=1.[F:21][C:22]([F:32])([F:31])[C:23]1[CH:30]=[CH:29][C:26]([CH:27]=O)=[CH:25][CH:24]=1. (4) The reactants are Br[C:2]1[CH:3]=[C:4]2[C:8](=[CH:9][CH:10]=1)[C:7](=[O:11])[NH:6][CH2:5]2.[B:12]1([B:12]2[O:16][C:15]([CH3:18])([CH3:17])[C:14]([CH3:20])([CH3:19])[O:13]2)[O:16][C:15]([CH3:18])([CH3:17])[C:14]([CH3:20])([CH3:19])[O:13]1.CC([O-])=O.[K+]. The catalyst is O1CCOCC1. The product is [CH3:19][C:14]1([CH3:20])[C:15]([CH3:18])([CH3:17])[O:16][B:12]([C:2]2[CH:3]=[C:4]3[C:8](=[CH:9][CH:10]=2)[C:7](=[O:11])[NH:6][CH2:5]3)[O:13]1. The yield is 0.660.